Task: Predict the product of the given reaction.. Dataset: Forward reaction prediction with 1.9M reactions from USPTO patents (1976-2016) (1) Given the reactants [CH3:1][O:2][C:3]1[CH:4]=[C:5]2[C:10](=[CH:11][C:12]=1[O:13][CH3:14])[N:9]=[CH:8][N:7]=[C:6]2[O:15][C:16]1[CH:22]=[CH:21][C:19]([NH2:20])=[CH:18][CH:17]=1.C1(C)C=CC=CC=1.C(N(CC)CC)C.Cl[C:38](Cl)([O:40]C(=O)OC(Cl)(Cl)Cl)Cl.[CH2:49]([O:51][C:52]1[CH:60]=[CH:59][CH:58]=[CH:57][C:53]=1[CH:54]([OH:56])[CH3:55])[CH3:50], predict the reaction product. The product is: [CH3:1][O:2][C:3]1[CH:4]=[C:5]2[C:10](=[CH:11][C:12]=1[O:13][CH3:14])[N:9]=[CH:8][N:7]=[C:6]2[O:15][C:16]1[CH:22]=[CH:21][C:19]([NH:20][C:38](=[O:40])[O:56][CH:54]([C:53]2[CH:57]=[CH:58][CH:59]=[CH:60][C:52]=2[O:51][CH2:49][CH3:50])[CH3:55])=[CH:18][CH:17]=1. (2) Given the reactants Br[C:2]1[C:10]2[N:9]3[CH2:11][CH2:12][CH2:13][NH:14][C:15](=[O:16])[C:8]3=[C:7]([CH3:17])[C:6]=2[CH:5]=[C:4]([Cl:18])[CH:3]=1.[CH3:19][O:20][C:21]1[CH:26]=[CH:25][C:24](B(O)O)=[CH:23][CH:22]=1, predict the reaction product. The product is: [Cl:18][C:4]1[CH:3]=[C:2]([C:24]2[CH:25]=[CH:26][C:21]([O:20][CH3:19])=[CH:22][CH:23]=2)[C:10]2[N:9]3[CH2:11][CH2:12][CH2:13][NH:14][C:15](=[O:16])[C:8]3=[C:7]([CH3:17])[C:6]=2[CH:5]=1. (3) Given the reactants [Cl:1][C:2]1[CH:3]=[C:4]([N:9]2[C:13]([CH3:14])=[C:12]([C:15]([OH:17])=O)[C:11]([CH3:18])=[N:10]2)[CH:5]=[CH:6][C:7]=1[Cl:8].[N:19]1([CH:24]2[CH2:29][CH2:28][NH:27][CH2:26][CH2:25]2)[CH2:23][CH2:22][CH2:21][CH2:20]1, predict the reaction product. The product is: [Cl:1][C:2]1[CH:3]=[C:4]([N:9]2[C:13]([CH3:14])=[C:12]([C:15]([N:27]3[CH2:28][CH2:29][CH:24]([N:19]4[CH2:23][CH2:22][CH2:21][CH2:20]4)[CH2:25][CH2:26]3)=[O:17])[C:11]([CH3:18])=[N:10]2)[CH:5]=[CH:6][C:7]=1[Cl:8]. (4) Given the reactants B.CSC.[NH:5]1[C:13]2[C:8](=[C:9]([N:14]3[CH2:19][CH2:18][N:17]([C:20]([CH:22]4[CH2:31][CH2:30][C:29]5[C:24](=[CH:25][CH:26]=[CH:27][CH:28]=5)[NH:23]4)=O)[CH2:16][CH2:15]3)[CH:10]=[CH:11][CH:12]=2)[CH:7]=[CH:6]1, predict the reaction product. The product is: [NH:5]1[C:13]2[C:8](=[C:9]([N:14]3[CH2:19][CH2:18][N:17]([CH2:20][CH:22]4[CH2:31][CH2:30][C:29]5[C:24](=[CH:25][CH:26]=[CH:27][CH:28]=5)[NH:23]4)[CH2:16][CH2:15]3)[CH:10]=[CH:11][CH:12]=2)[CH:7]=[CH:6]1. (5) Given the reactants Br[C:2]1[C:3]([CH3:18])=[C:4]([Cl:17])[C:5]([O:15][CH3:16])=[C:6]([N:8]2[CH2:13][CH2:12][N:11]([CH3:14])[CH2:10][CH2:9]2)[CH:7]=1.C(=O)=O.CC(C)=O.[Li]CCCC.C(O[B:35]1[O:39][C:38]([CH3:41])([CH3:40])[C:37]([CH3:43])([CH3:42])[O:36]1)(C)C, predict the reaction product. The product is: [Cl:17][C:4]1[C:5]([O:15][CH3:16])=[C:6]([N:8]2[CH2:13][CH2:12][N:11]([CH3:14])[CH2:10][CH2:9]2)[CH:7]=[C:2]([B:35]2[O:39][C:38]([CH3:41])([CH3:40])[C:37]([CH3:43])([CH3:42])[O:36]2)[C:3]=1[CH3:18]. (6) Given the reactants [S:1]1[C:5]2[CH:6]=[CH:7][CH:8]=[CH:9][C:4]=2[N:3]=[C:2]1[N:10]1[C:14](=[O:15])[C:13](=[CH:16][N:17](C)C)[C:12]([C:20]2[CH:25]=[CH:24][CH:23]=[C:22]([F:26])[CH:21]=2)=[N:11]1, predict the reaction product. The product is: [NH2:17][CH:16]=[C:13]1[C:12]([C:20]2[CH:25]=[CH:24][CH:23]=[C:22]([F:26])[CH:21]=2)=[N:11][N:10]([C:2]2[S:1][C:5]3[CH:6]=[CH:7][CH:8]=[CH:9][C:4]=3[N:3]=2)[C:14]1=[O:15]. (7) Given the reactants [NH2:1][C:2]1[CH:3]=[CH:4][C:5]([CH3:12])=[C:6]([CH:11]=1)[C:7]([O:9][CH3:10])=[O:8].[I:13]N1C(=O)CCC1=O, predict the reaction product. The product is: [NH2:1][C:2]1[C:3]([I:13])=[CH:4][C:5]([CH3:12])=[C:6]([CH:11]=1)[C:7]([O:9][CH3:10])=[O:8]. (8) The product is: [CH2:49]([O:48][C:41]1[CH:42]=[C:43]([CH:46]=[CH:47][C:2]2[CH:7]=[CH:6][C:5]([C:8](=[O:9])[C:10]([C:12]3[CH:17]=[CH:16][C:15]([CH:47]=[CH:46][C:43]4[CH:44]=[CH:45][C:40]([O:39][CH2:27][CH2:28][CH2:29][CH2:30][CH2:31][CH2:32][CH2:33][CH2:34][CH2:35][CH2:36][CH2:37][CH3:38])=[C:41]([O:22][CH2:19][CH2:59][CH2:58][CH2:57][CH2:56][CH2:55][CH2:54][CH2:53][CH2:52][CH2:51][CH2:50][CH3:49])[CH:42]=4)=[CH:14][CH:13]=3)=[O:11])=[CH:4][CH:3]=2)[CH:44]=[CH:45][C:40]=1[O:39][CH2:27][CH2:28][CH2:29][CH2:30][CH2:31][CH2:32][CH2:33][CH2:34][CH2:35][CH2:36][CH2:37][CH3:38])[CH2:50][CH2:51][CH2:52][CH2:53][CH2:54][CH2:55][CH2:56][CH2:57][CH2:58][CH2:59][CH3:60]. Given the reactants Br[C:2]1[CH:7]=[CH:6][C:5]([C:8]([C:10]([C:12]2[CH:17]=[CH:16][C:15](Br)=[CH:14][CH:13]=2)=[O:11])=[O:9])=[CH:4][CH:3]=1.[C:19]([O-:22])([O-])=O.[K+].[K+].[Li+].[Cl-].[CH2:27]([O:39][C:40]1[CH:45]=[CH:44][C:43]([CH:46]=[CH2:47])=[CH:42][C:41]=1[O:48][CH2:49][CH2:50][CH2:51][CH2:52][CH2:53][CH2:54][CH2:55][CH2:56][CH2:57][CH2:58][CH2:59][CH3:60])[CH2:28][CH2:29][CH2:30][CH2:31][CH2:32][CH2:33][CH2:34][CH2:35][CH2:36][CH2:37][CH3:38], predict the reaction product.